From a dataset of Full USPTO retrosynthesis dataset with 1.9M reactions from patents (1976-2016). Predict the reactants needed to synthesize the given product. (1) The reactants are: [Cl:1][C:2]1[N:7]=[C:6](Cl)[C:5]([Cl:9])=[CH:4][N:3]=1.[NH2:10][C:11]1[S:12][C:13]([C:16]([O:18][CH3:19])=[O:17])=[CH:14][N:15]=1. Given the product [Cl:1][C:2]1[N:7]=[C:6]([NH:10][C:11]2[S:12][C:13]([C:16]([O:18][CH3:19])=[O:17])=[CH:14][N:15]=2)[C:5]([Cl:9])=[CH:4][N:3]=1, predict the reactants needed to synthesize it. (2) Given the product [C:1]([O:4][C:5]1[CH:6]=[C:7]2[C:12](=[CH:13][C:14]=1[O:15][CH3:16])[N:11]=[CH:10][N:9]=[C:8]2[Cl:20])(=[O:3])[CH3:2], predict the reactants needed to synthesize it. The reactants are: [C:1]([O:4][C:5]1[CH:6]=[C:7]2[C:12](=[CH:13][C:14]=1[O:15][CH3:16])[N:11]=[CH:10][NH:9][C:8]2=O)(=[O:3])[CH3:2].O=P(Cl)(Cl)[Cl:20]. (3) The reactants are: CO[C:3]1[N:4]=[C:5]([CH2:23][CH2:24][CH3:25])[C:6]([CH2:9][C:10]2[N:14]([C:15]3[N:22]=[CH:21][CH:20]=[CH:19][C:16]=3[C:17]#[N:18])[N:13]=[CH:12][CH:11]=2)=[N:7][CH:8]=1.[CH3:26][CH:27]([CH3:29])[O-:28].[Na+]. Given the product [CH:27]([O:28][C:3]1[N:4]=[C:5]([CH2:23][CH2:24][CH3:25])[C:6]([CH2:9][C:10]2[N:14]([C:15]3[N:22]=[CH:21][CH:20]=[CH:19][C:16]=3[C:17]#[N:18])[N:13]=[CH:12][CH:11]=2)=[N:7][CH:8]=1)([CH3:29])[CH3:26], predict the reactants needed to synthesize it. (4) Given the product [F:1][C:2]1[CH:3]=[CH:4][C:5]([C:8]2([C:14]([NH:17][CH2:18][CH2:19][CH2:20][N:21]3[CH2:26][CH2:25][CH:24]([C:27]4[CH:28]=[CH:29][CH:30]=[C:31]([NH:33][C:34](=[O:38])[CH:35]([CH3:36])[CH3:37])[N:32]=4)[CH2:23][CH2:22]3)=[O:16])[CH2:9][CH2:10][CH2:11][CH2:12][CH2:13]2)=[CH:6][CH:7]=1, predict the reactants needed to synthesize it. The reactants are: [F:1][C:2]1[CH:7]=[CH:6][C:5]([C:8]2([C:14]([OH:16])=O)[CH2:13][CH2:12][CH2:11][CH2:10][CH2:9]2)=[CH:4][CH:3]=1.[NH2:17][CH2:18][CH2:19][CH2:20][N:21]1[CH2:26][CH2:25][CH:24]([C:27]2[N:32]=[C:31]([NH:33][C:34](=[O:38])[CH:35]([CH3:37])[CH3:36])[CH:30]=[CH:29][CH:28]=2)[CH2:23][CH2:22]1.